Predict which catalyst facilitates the given reaction. From a dataset of Catalyst prediction with 721,799 reactions and 888 catalyst types from USPTO. Reactant: [CH3:1][C:2]1[C:11]2[C:6](=[CH:7][C:8]([C:12]([F:15])([F:14])[F:13])=[CH:9][CH:10]=2)[N:5]([CH:16]2[CH2:21][CH2:20][O:19][CH2:18][CH2:17]2)[C:4](=[O:22])[C:3]=1[C:23]([O:25]CC)=[O:24].[OH-].[Na+]. The catalyst class is: 40. Product: [CH3:1][C:2]1[C:11]2[C:6](=[CH:7][C:8]([C:12]([F:14])([F:13])[F:15])=[CH:9][CH:10]=2)[N:5]([CH:16]2[CH2:17][CH2:18][O:19][CH2:20][CH2:21]2)[C:4](=[O:22])[C:3]=1[C:23]([OH:25])=[O:24].